Dataset: Full USPTO retrosynthesis dataset with 1.9M reactions from patents (1976-2016). Task: Predict the reactants needed to synthesize the given product. (1) Given the product [Cl:19][C:11]1[CH:12]=[C:13]([CH:17]=[CH:18][C:10]=1[CH2:9][NH:8][C:21]([NH:20][CH:23]1[C:24]2[CH:37]=[CH:36][CH:35]=[CH:34][C:25]=2[CH2:26][CH2:27][C:28]2[CH:33]=[CH:32][CH:31]=[CH:30][C:29]1=2)=[O:22])[C:14]([OH:16])=[O:15], predict the reactants needed to synthesize it. The reactants are: N1C=CC=CC=1.Cl.[NH2:8][CH2:9][C:10]1[CH:18]=[CH:17][C:13]([C:14]([OH:16])=[O:15])=[CH:12][C:11]=1[Cl:19].[N:20]([CH:23]1[C:29]2[CH:30]=[CH:31][CH:32]=[CH:33][C:28]=2[CH2:27][CH2:26][C:25]2[CH:34]=[CH:35][CH:36]=[CH:37][C:24]1=2)=[C:21]=[O:22]. (2) Given the product [CH3:10][Si:11]([CH2:8][S:7][C:1]1[CH:6]=[CH:5][CH:4]=[CH:3][CH:2]=1)([Cl:13])[Cl:12], predict the reactants needed to synthesize it. The reactants are: [C:1]1([S:7][CH2:8]Cl)[CH:6]=[CH:5][CH:4]=[CH:3][CH:2]=1.[CH3:10][SiH:11]([Cl:13])[Cl:12].